From a dataset of Full USPTO retrosynthesis dataset with 1.9M reactions from patents (1976-2016). Predict the reactants needed to synthesize the given product. (1) Given the product [Br:1][C:2]1[CH:7]=[C:6]2[NH:8][C:9](=[O:29])[C:10]3([CH:15]([C:16]4[CH:21]=[CH:20][CH:19]=[C:18]([Cl:22])[CH:17]=4)[CH2:14][C:13](=[O:23])[NH:12][CH:11]3[C:24]3([CH2:27][CH3:28])[CH2:25][CH2:26]3)[C:5]2=[CH:4][CH:3]=1, predict the reactants needed to synthesize it. The reactants are: [Br:1][C:2]1[CH:7]=[C:6]2[NH:8][C:9](=[O:29])[C:10]3([CH:15]([C:16]4[CH:21]=[CH:20][CH:19]=[C:18]([Cl:22])[CH:17]=4)[CH2:14][C:13](=[O:23])[NH:12][CH:11]3[C:24]3([CH2:27][CH3:28])[CH2:26][CH2:25]3)[C:5]2=[CH:4][CH:3]=1.COC([Si](C)(C)C)C.FC(F)(F)C(O)=O. (2) Given the product [CH2:1]([C:3]1[CH:8]=[C:7]([CH3:9])[CH:6]=[C:5]([CH2:10][CH3:11])[C:4]=1[C:12](=[O:18])[C:13]([N:15]([CH3:17])[N:16]=[C:22]([CH3:23])[CH2:21][S:20][CH3:19])=[O:14])[CH3:2], predict the reactants needed to synthesize it. The reactants are: [CH2:1]([C:3]1[CH:8]=[C:7]([CH3:9])[CH:6]=[C:5]([CH2:10][CH3:11])[C:4]=1[C:12](=[O:18])[C:13]([N:15]([CH3:17])[NH2:16])=[O:14])[CH3:2].[CH3:19][S:20][CH2:21][C:22](=O)[CH3:23].